Predict the product of the given reaction. From a dataset of Forward reaction prediction with 1.9M reactions from USPTO patents (1976-2016). Given the reactants [F:1][C:2]1[CH:26]=[C:25]([N+:27]([O-:29])=[O:28])[CH:24]=[CH:23][C:3]=1[O:4][C:5]1[CH:10]=[CH:9][N:8]=[C:7]2[CH:11]=[C:12]([C:14]3[N:15]([CH3:22])[C:16]([C:19](Cl)=[O:20])=[CH:17][N:18]=3)[S:13][C:6]=12.[NH:30]1[CH2:34][CH2:33][CH2:32][CH2:31]1, predict the reaction product. The product is: [F:1][C:2]1[CH:26]=[C:25]([N+:27]([O-:29])=[O:28])[CH:24]=[CH:23][C:3]=1[O:4][C:5]1[CH:10]=[CH:9][N:8]=[C:7]2[CH:11]=[C:12]([C:14]3[N:15]([CH3:22])[C:16]([C:19]([N:30]4[CH2:34][CH2:33][CH2:32][CH2:31]4)=[O:20])=[CH:17][N:18]=3)[S:13][C:6]=12.